Predict the reactants needed to synthesize the given product. From a dataset of Full USPTO retrosynthesis dataset with 1.9M reactions from patents (1976-2016). (1) Given the product [OH:1][CH2:2][CH2:3][N:4]1[C:8]2[C:9]3[CH:10]=[N:11][NH:12][C:13]=3[CH2:14][CH2:15][C:7]=2[C:6]([C:35]([O:37][CH2:38][CH3:39])=[O:36])=[N:5]1, predict the reactants needed to synthesize it. The reactants are: [OH:1][CH2:2][CH2:3][N:4]1[C:8]2[C:9]3[CH:10]=[N:11][N:12](C(C4C=CC=CC=4)(C4C=CC=CC=4)C4C=CC=CC=4)[C:13]=3[CH2:14][CH2:15][C:7]=2[C:6]([C:35]([O:37][CH2:38][CH3:39])=[O:36])=[N:5]1.Cl. (2) The reactants are: FC(F)(F)C(OC(=O)C(F)(F)F)=[O:4].[CH:14]1([O:19][C:20]2[C:21]([O:40][CH3:41])=[CH:22][CH:23]=[C:24]3[C:29]=2[O:28][C:27](=[O:30])[CH:26]=[C:25]3[NH:31][C:32]2[C:37]([Cl:38])=[CH:36][N:35]=[CH:34][C:33]=2[Cl:39])[CH2:18][CH2:17][CH2:16][CH2:15]1.NC(N)=O.OO.[O-]S([O-])(=S)=O.[Na+].[Na+]. Given the product [CH:14]1([O:19][C:20]2[C:21]([O:40][CH3:41])=[CH:22][CH:23]=[C:24]3[C:29]=2[O:28][C:27](=[O:30])[C:26]([OH:4])=[C:25]3[NH:31][C:32]2[C:37]([Cl:38])=[CH:36][N:35]=[CH:34][C:33]=2[Cl:39])[CH2:15][CH2:16][CH2:17][CH2:18]1, predict the reactants needed to synthesize it. (3) Given the product [CH:1]1([CH2:7][CH2:8][CH2:9][C@@H:10]([C:15]2[O:19][N:18]=[C:17]([C:20]([N:22]3[CH2:27][CH2:26][CH:25]([C:28]4[CH:29]=[CH:30][N:31]=[CH:32][CH:33]=4)[CH2:24][CH2:23]3)=[O:21])[N:16]=2)[CH2:11][C:12]([NH:50][OH:51])=[O:13])[CH2:6][CH2:5][CH2:4][CH2:3][CH2:2]1, predict the reactants needed to synthesize it. The reactants are: [CH:1]1([CH2:7][CH2:8][CH2:9][C@@H:10]([C:15]2[O:19][N:18]=[C:17]([C:20]([N:22]3[CH2:27][CH2:26][CH:25]([C:28]4[CH:33]=[CH:32][N:31]=[CH:30][CH:29]=4)[CH2:24][CH2:23]3)=[O:21])[N:16]=2)[CH2:11][C:12](O)=[O:13])[CH2:6][CH2:5][CH2:4][CH2:3][CH2:2]1.CN1CCOCC1.ClC(OCC(C)C)=O.Cl.[NH2:50][OH:51]. (4) Given the product [Cl:16][C:15]1[C:14]2[C:9](=[CH:10][C:11]([Cl:17])=[CH:12][CH:13]=2)[N:8]=[CH:7][C:6]=1[C:4]([OH:5])=[O:3], predict the reactants needed to synthesize it. The reactants are: C([O:3][C:4]([C:6]1[CH:7]=[N:8][C:9]2[C:14]([C:15]=1[Cl:16])=[CH:13][CH:12]=[C:11]([Cl:17])[CH:10]=2)=[O:5])C.C1C(C(C2C=C(O)C=C(C(O)=O)C=2O)C2C=C(O)C=C(C(O)=O)C=2O)=C(O)C(C(O)=O)=CC=1O.O[Li].O.O. (5) Given the product [CH2:1]([O:5][NH:6][C:7]([N:9]([C:26]1[C:31]([O:32][CH3:33])=[N:30][C:29]([CH3:34])=[CH:28][N:27]=1)[S:10]([C:13]1[S:14][CH:15]=[CH:16][C:17]=1[C:18]1[CH:19]=[CH:20][C:21]([CH2:24][O:25][S:43]([CH3:42])(=[O:45])=[O:44])=[CH:22][CH:23]=1)(=[O:12])=[O:11])=[O:8])[CH:2]([CH3:4])[CH3:3], predict the reactants needed to synthesize it. The reactants are: [CH2:1]([O:5][NH:6][C:7]([N:9]([C:26]1[C:31]([O:32][CH3:33])=[N:30][C:29]([CH3:34])=[CH:28][N:27]=1)[S:10]([C:13]1[S:14][CH:15]=[CH:16][C:17]=1[C:18]1[CH:23]=[CH:22][C:21]([CH2:24][OH:25])=[CH:20][CH:19]=1)(=[O:12])=[O:11])=[O:8])[CH:2]([CH3:4])[CH3:3].C(N(CC)CC)C.[CH3:42][S:43](Cl)(=[O:45])=[O:44]. (6) Given the product [CH3:18][C:17]([CH3:20])([CH3:19])[CH2:16][C:15]([NH:14][C:4]1[C:3]([CH3:22])=[C:2]([O:30][C:27]2[CH:28]=[CH:29][C:24]([CH3:23])=[CH:25][CH:26]=2)[C:10]2[O:9][C:8]([CH3:12])([CH3:11])[CH2:7][C:6]=2[C:5]=1[CH3:13])=[O:21], predict the reactants needed to synthesize it. The reactants are: Br[C:2]1[C:10]2[O:9][C:8]([CH3:12])([CH3:11])[CH2:7][C:6]=2[C:5]([CH3:13])=[C:4]([NH:14][C:15](=[O:21])[CH2:16][C:17]([CH3:20])([CH3:19])[CH3:18])[C:3]=1[CH3:22].[CH3:23][C:24]1[CH:29]=[CH:28][C:27]([OH:30])=[CH:26][CH:25]=1. (7) Given the product [Cl:20][C:21]1[CH:26]=[CH:25][C:24]([C:8]2[C:7]([O:19][CH2:18][CH2:17][O:16][CH:13]([CH3:15])[CH3:14])=[N:6][CH:5]=[C:4]([CH:9]=2)[C:3]([NH:30][C@@H:31]2[CH2:36][CH2:35][CH2:34][CH2:33][C@H:32]2[OH:37])=[O:12])=[CH:23][CH:22]=1, predict the reactants needed to synthesize it. The reactants are: CO[C:3](=[O:12])[C:4]1[CH:9]=[C:8](Br)[C:7](Cl)=[N:6][CH:5]=1.[CH:13]([O:16][CH2:17][CH2:18][OH:19])([CH3:15])[CH3:14].[Cl:20][C:21]1[CH:26]=[CH:25][C:24](B(O)O)=[CH:23][CH:22]=1.[NH2:30][C@@H:31]1[CH2:36][CH2:35][CH2:34][CH2:33][C@H:32]1[OH:37]. (8) The reactants are: [Br:1][C:2]1[CH:7]=[CH:6][CH:5]=[CH:4][C:3]=1[CH:8]([OH:12])[C:9]([OH:11])=[O:10].[CH3:13][Si](C=[N+]=[N-])(C)C. Given the product [Br:1][C:2]1[CH:7]=[CH:6][CH:5]=[CH:4][C:3]=1[CH:8]([OH:12])[C:9]([O:11][CH3:13])=[O:10], predict the reactants needed to synthesize it. (9) Given the product [NH2:2][C:3]1[CH:11]=[CH:10][CH:9]=[C:5]2[C:4]=1[C:12](=[O:14])[N:31]([CH:23]1[CH2:17][CH2:18][C:19](=[O:20])[NH:21][C:22]1=[O:24])[C:6]2=[O:8], predict the reactants needed to synthesize it. The reactants are: Cl.[NH2:2][C:3]1[CH:11]=[CH:10][CH:9]=[C:5]([C:6]([OH:8])=O)[C:4]=1[C:12]([OH:14])=O.Cl.N[CH:17]1[CH2:23][C:22](=[O:24])[NH:21][C:19](=[O:20])[CH2:18]1.C(O)(=O)C.C([N:31](CC)CC)C.NC1C=CC=C(C(O)=O)C=1C(O)=O. (10) Given the product [Br:1][C:9]1[CH:10]=[C:6]([C:3](=[O:5])[CH3:4])[S:7][C:8]=1[CH3:11], predict the reactants needed to synthesize it. The reactants are: [Br:1]Br.[C:3]([C:6]1[S:7][C:8]([CH3:11])=[CH:9][CH:10]=1)(=[O:5])[CH3:4].CC([O-])=O.[Na+].